From a dataset of Reaction yield outcomes from USPTO patents with 853,638 reactions. Predict the reaction yield, written as a fraction of the theoretical maximum amount of product (1.0 means a 100% yield; for example, 0.34 means a 34% yield). (1) The reactants are [C:1]([CH:3]1[CH2:8][CH2:7][C:6](=O)[CH2:5][CH2:4]1)#[N:2].[CH3:10][NH2:11].[BH-](OC(C)=O)(OC(C)=O)OC(C)=O.[Na+]. The catalyst is C1COCC1.C(Cl)Cl. The product is [CH3:10][NH:11][CH:6]1[CH2:7][CH2:8][CH:3]([C:1]#[N:2])[CH2:4][CH2:5]1. The yield is 0.890. (2) The reactants are [F:1][C:2]([F:12])([F:11])[C:3]1[CH:10]=[CH:9][C:6]([CH:7]=O)=[CH:5][CH:4]=1.[C:13]12([NH2:23])[CH2:22][CH:17]3[CH2:18][CH:19]([CH2:21][CH:15]([CH2:16]3)[CH2:14]1)[CH2:20]2. No catalyst specified. The yield is 0.720. The product is [C:13]12([NH:23][CH2:7][C:6]3[CH:9]=[CH:10][C:3]([C:2]([F:12])([F:11])[F:1])=[CH:4][CH:5]=3)[CH2:20][CH:19]3[CH2:18][CH:17]([CH2:16][CH:15]([CH2:21]3)[CH2:14]1)[CH2:22]2. (3) The reactants are [Cl-].O[NH3+:3].[C:4](=[O:7])([O-])[OH:5].[Na+].CS(C)=O.[CH2:13]([C:17]1[N:18]=[C:19]([CH3:48])[N:20]([CH2:39][C:40]2[CH:41]=[N:42][C:43]([O:46][CH3:47])=[CH:44][CH:45]=2)[C:21](=[O:38])[C:22]=1[CH2:23][C:24]1[CH:29]=[CH:28][C:27]([C:30]2[C:31]([C:36]#[N:37])=[CH:32][CH:33]=[CH:34][CH:35]=2)=[CH:26][CH:25]=1)[CH2:14][CH2:15][CH3:16]. The catalyst is C(OCC)(=O)C. The product is [CH2:13]([C:17]1[N:18]=[C:19]([CH3:48])[N:20]([CH2:39][C:40]2[CH:41]=[N:42][C:43]([O:46][CH3:47])=[CH:44][CH:45]=2)[C:21](=[O:38])[C:22]=1[CH2:23][C:24]1[CH:25]=[CH:26][C:27]([C:30]2[CH:35]=[CH:34][CH:33]=[CH:32][C:31]=2[C:36]2[NH:3][C:4](=[O:7])[O:5][N:37]=2)=[CH:28][CH:29]=1)[CH2:14][CH2:15][CH3:16]. The yield is 0.320. (4) The catalyst is O. The reactants are [Cl-].O[NH3+:3].[C:4](=[O:7])([O-])[OH:5].[Na+].CS(C)=O.[CH2:13]([C:17]1[N:18]([CH2:33][C:34]2[CH:39]=[CH:38][C:37]([C:40]3[C:41]([C:46]#[N:47])=[CH:42][CH:43]=[CH:44][CH:45]=3)=[CH:36][CH:35]=2)[C:19](=[O:32])[C:20]([CH:24]([OH:31])[C:25]2[CH:30]=[CH:29][CH:28]=[CH:27][CH:26]=2)=[C:21]([CH3:23])[N:22]=1)[CH2:14][CH2:15][CH3:16]. The yield is 0.460. The product is [CH2:13]([C:17]1[N:18]([CH2:33][C:34]2[CH:35]=[CH:36][C:37]([C:40]3[CH:45]=[CH:44][CH:43]=[CH:42][C:41]=3[C:46]3[NH:3][C:4](=[O:7])[O:5][N:47]=3)=[CH:38][CH:39]=2)[C:19](=[O:32])[C:20]([CH:24]([OH:31])[C:25]2[CH:30]=[CH:29][CH:28]=[CH:27][CH:26]=2)=[C:21]([CH3:23])[N:22]=1)[CH2:14][CH2:15][CH3:16]. (5) The reactants are C[O:2][C:3]1[CH:4]=[C:5]2[C:10](=[CH:11][CH:12]=1)[C:9](=[O:13])[CH2:8][CH2:7][CH2:6]2. The catalyst is Br. The product is [OH:2][C:3]1[CH:4]=[C:5]2[C:10](=[CH:11][CH:12]=1)[C:9](=[O:13])[CH2:8][CH2:7][CH2:6]2. The yield is 0.860.